Dataset: Full USPTO retrosynthesis dataset with 1.9M reactions from patents (1976-2016). Task: Predict the reactants needed to synthesize the given product. (1) Given the product [Cl:1][C:2]1[C:3]([C:14]([NH:22][C@H:19]2[CH2:20][CH2:21][O:17][CH2:18]2)=[O:15])=[N:4][O:5][C:6]=1[C:7]1[CH:12]=[CH:11][C:10]([Cl:13])=[CH:9][CH:8]=1, predict the reactants needed to synthesize it. The reactants are: [Cl:1][C:2]1[C:3]([C:14](Cl)=[O:15])=[N:4][O:5][C:6]=1[C:7]1[CH:12]=[CH:11][C:10]([Cl:13])=[CH:9][CH:8]=1.[O:17]1[CH2:21][CH2:20][C@H:19]([NH2:22])[CH2:18]1.C(=O)([O-])[O-].[K+].[K+]. (2) Given the product [CH3:1][O:2][C:3](=[O:20])[CH2:4][C:5]1[CH:10]=[CH:9][C:8]([C:26]#[N:27])=[C:7]([Cl:19])[CH:6]=1, predict the reactants needed to synthesize it. The reactants are: [CH3:1][O:2][C:3](=[O:20])[CH2:4][C:5]1[CH:10]=[CH:9][C:8](OS(C(F)(F)F)(=O)=O)=[C:7]([Cl:19])[CH:6]=1.C([O-])(O)=O.[Na+].[CH3:26][N:27](C=O)C. (3) Given the product [NH2:13][C:4]1[C:3]([O:16][CH3:17])=[C:2]([Cl:1])[CH:11]=[C:10]([Cl:12])[C:5]=1[C:6]([O:8][CH3:9])=[O:7], predict the reactants needed to synthesize it. The reactants are: [Cl:1][C:2]1[CH:11]=[C:10]([Cl:12])[C:5]([C:6]([O:8][CH3:9])=[O:7])=[C:4]([N+:13]([O-])=O)[C:3]=1[O:16][CH3:17]. (4) The reactants are: [H-].[Na+].[CH3:3][O:4][C:5]1[C:6]([NH2:15])=[N:7][C:8]2[C:13]([N:14]=1)=[CH:12][CH:11]=[CH:10][CH:9]=2.[Cl:16][C:17]1[S:21][C:20]([S:22](Cl)(=[O:24])=[O:23])=[CH:19][CH:18]=1.[C:30]([OH:32])(=[O:31])[CH2:28][C:28]([CH2:28][C:30]([OH:32])=[O:31])([C:30]([OH:32])=[O:31])O. Given the product [CH3:10][CH2:11][CH2:12][CH:13]([CH3:8])[CH3:17].[C:30]([O:32][CH2:19][CH3:20])(=[O:31])[CH3:28].[CH3:3][OH:4].[Cl:16][C:17]1[S:21][C:20]([S:22]([NH:15][C:6]2[C:5]([O:4][CH3:3])=[N:14][C:13]3[C:8](=[CH:9][CH:10]=[CH:11][CH:12]=3)[N:7]=2)(=[O:24])=[O:23])=[CH:19][CH:18]=1, predict the reactants needed to synthesize it.